The task is: Predict the reactants needed to synthesize the given product.. This data is from Full USPTO retrosynthesis dataset with 1.9M reactions from patents (1976-2016). (1) Given the product [C:13]([O:17][C:18]([NH:1][CH:2]([CH2:6][C:7]([F:10])([F:9])[F:8])[C:3]([OH:5])=[O:4])=[O:19])([CH3:16])([CH3:15])[CH3:14], predict the reactants needed to synthesize it. The reactants are: [NH2:1][CH:2]([CH2:6][C:7]([F:10])([F:9])[F:8])[C:3]([OH:5])=[O:4].[OH-].[Na+].[C:13]([O:17][C:18](O[C:18]([O:17][C:13]([CH3:16])([CH3:15])[CH3:14])=[O:19])=[O:19])([CH3:16])([CH3:15])[CH3:14].Cl. (2) Given the product [NH2:23][C:22]1[C:21]([N+:32]([O-:34])=[O:33])=[CH:20][C:19]([Cl:18])=[C:25]([N:26]2[CH2:31][CH2:30][N:29]([C:14]([C:13]3[C:9]([C:4]4[CH:5]=[CH:6][CH:7]=[CH:8][C:3]=4[O:2][CH3:1])=[N:10][O:11][C:12]=3[CH3:17])=[O:16])[CH2:28][CH2:27]2)[CH:24]=1, predict the reactants needed to synthesize it. The reactants are: [CH3:1][O:2][C:3]1[CH:8]=[CH:7][CH:6]=[CH:5][C:4]=1[C:9]1[C:13]([C:14]([OH:16])=O)=[C:12]([CH3:17])[O:11][N:10]=1.[Cl:18][C:19]1[C:25]([N:26]2[CH2:31][CH2:30][NH:29][CH2:28][CH2:27]2)=[CH:24][C:22]([NH2:23])=[C:21]([N+:32]([O-:34])=[O:33])[CH:20]=1.C(Cl)CCl.CN(C=O)C. (3) Given the product [NH2:1][C:2]1[C:17](/[CH:22]=[CH:21]/[C:20]([O:24][CH2:25][CH3:26])=[O:23])=[CH:16][C:5]2[CH2:6][CH2:7][N:8]([C:11]([O:13][CH2:14][CH3:15])=[O:12])[CH2:9][CH2:10][C:4]=2[C:3]=1[Cl:19], predict the reactants needed to synthesize it. The reactants are: [NH2:1][C:2]1[C:17](Br)=[CH:16][C:5]2[CH2:6][CH2:7][N:8]([C:11]([O:13][CH2:14][CH3:15])=[O:12])[CH2:9][CH2:10][C:4]=2[C:3]=1[Cl:19].[C:20]([O:24][CH2:25][CH3:26])(=[O:23])[CH:21]=[CH2:22].C1(C)C=CC=CC=1P(C1C=CC=CC=1C)C1C=CC=CC=1C.C(N(CC)CC)C. (4) Given the product [CH3:1][C:2]1[C:11]([CH2:12][CH2:13][C:14]2[N:18]=[C:17]([CH2:19][CH2:20][CH:25]([C:29]3[CH:34]=[CH:33][CH:32]=[CH:31][CH:30]=3)[C:26]([OH:28])=[O:27])[O:16][N:15]=2)=[CH:10][C:9]2[CH2:8][CH2:7][CH2:6][NH:5][C:4]=2[N:3]=1, predict the reactants needed to synthesize it. The reactants are: [CH3:1][C:2]1[C:11]([CH2:12][CH2:13][C:14]2[N:18]=[C:17]([CH2:19][C:20]3([CH2:25][C:26]([OH:28])=[O:27])CCCC3)[O:16][N:15]=2)=[CH:10][C:9]2[CH2:8][CH2:7][CH2:6][NH:5][C:4]=2[N:3]=1.[C:29]1(C2CCC(=O)OC2=O)[CH:34]=[CH:33][CH:32]=[CH:31][CH:30]=1. (5) Given the product [Cl:22][C:18]1[CH:17]=[C:16]([C@H:15]2[CH2:14][O:13][C:12](=[O:23])[N:11]2[C:8]2[CH:9]=[CH:10][N:5]3[N:4]=[CH:3][C:2]([C:29]4[CH:28]=[CH:27][C:26]([C:40]5[N:44]=[CH:43][N:42]([CH2:45][O:46][CH2:47][CH2:48][Si:49]([CH3:51])([CH3:50])[CH3:52])[N:41]=5)=[C:25]([F:24])[CH:30]=4)=[C:6]3[N:7]=2)[CH:21]=[CH:20][CH:19]=1, predict the reactants needed to synthesize it. The reactants are: Br[C:2]1[CH:3]=[N:4][N:5]2[CH:10]=[CH:9][C:8]([N:11]3[C@@H:15]([C:16]4[CH:21]=[CH:20][CH:19]=[C:18]([Cl:22])[CH:17]=4)[CH2:14][O:13][C:12]3=[O:23])=[N:7][C:6]=12.[F:24][C:25]1[CH:30]=[C:29](B2OC(C)(C)C(C)(C)O2)[CH:28]=[CH:27][C:26]=1[C:40]1[N:44]=[CH:43][N:42]([CH2:45][O:46][CH2:47][CH2:48][Si:49]([CH3:52])([CH3:51])[CH3:50])[N:41]=1.CC1(C)C2C=CC=C(P(C3C=CC=CC=3)C3C=CC=CC=3)C=2OC2C1=CC=CC=2P(C1C=CC=CC=1)C1C=CC=CC=1.C([O-])([O-])=O.[Na+].[Na+]. (6) Given the product [C:1]1([C:14]2[CH:15]=[CH:16][CH:17]=[CH:18][CH:19]=2)[CH:6]=[CH:5][C:4]([C:7](=[N:9][O:10][CH2:11][CH2:12][O:13][C:21]2[CH:22]=[CH:23][C:24]([CH2:27][C@H:28]([O:38][C:39]3[CH:44]=[CH:43][C:42]([CH3:45])=[CH:41][CH:40]=3)[C:29]([O:31][CH2:32][CH2:33][Si:34]([CH3:35])([CH3:36])[CH3:37])=[O:30])=[CH:25][CH:26]=2)[CH3:8])=[CH:3][CH:2]=1, predict the reactants needed to synthesize it. The reactants are: [C:1]1([C:14]2[CH:19]=[CH:18][CH:17]=[CH:16][CH:15]=2)[CH:6]=[CH:5][C:4]([C:7](=[N:9][O:10][CH2:11][CH2:12][OH:13])[CH3:8])=[CH:3][CH:2]=1.O[C:21]1[CH:26]=[CH:25][C:24]([CH2:27][C@H:28]([O:38][C:39]2[CH:44]=[CH:43][C:42]([CH3:45])=[CH:41][CH:40]=2)[C:29]([O:31][CH2:32][CH2:33][Si:34]([CH3:37])([CH3:36])[CH3:35])=[O:30])=[CH:23][CH:22]=1.C1(P(C2C=CC=CC=2)C2C=CC=CC=2)C=CC=CC=1.N(C(OC(C)C)=O)=NC(OC(C)C)=O. (7) The reactants are: [CH3:1][O:2][C:3]([C:5]1[CH:31]=[CH:30][C:8]2[N:9]=[C:10]([NH:12][CH:13]3[CH2:18][CH2:17][N:16]([CH2:19][C:20]4[CH:25]=[CH:24][C:23](O)=[C:22]([O:27][CH2:28][CH3:29])[CH:21]=4)[CH2:15][CH2:14]3)[O:11][C:7]=2[CH:6]=1)=[O:4].[Cl:32]C1C=CC(C=O)=CC=1OCC.C([BH3-])#N.[Na+].C(N(C(C)C)C(C)C)C. Given the product [CH3:1][O:2][C:3]([C:5]1[CH:31]=[CH:30][C:8]2[N:9]=[C:10]([NH:12][CH:13]3[CH2:18][CH2:17][N:16]([CH2:19][C:20]4[CH:25]=[CH:24][C:23]([Cl:32])=[C:22]([O:27][CH2:28][CH3:29])[CH:21]=4)[CH2:15][CH2:14]3)[O:11][C:7]=2[CH:6]=1)=[O:4], predict the reactants needed to synthesize it.